This data is from Reaction yield outcomes from USPTO patents with 853,638 reactions. The task is: Predict the reaction yield, written as a fraction of the theoretical maximum amount of product (1.0 means a 100% yield; for example, 0.34 means a 34% yield). (1) The reactants are [C:1]([O:5][C:6]([N:8]1[CH2:13][CH2:12][N:11]([C:14]2[N:19]=[CH:18][C:17]([C:20]([O:22]CC)=[O:21])=[CH:16][N:15]=2)[CH2:10][CH2:9]1)=[O:7])([CH3:4])([CH3:3])[CH3:2].[OH-].[Na+].Cl. The catalyst is C1COCC1.CO.O. The product is [C:1]([O:5][C:6]([N:8]1[CH2:9][CH2:10][N:11]([C:14]2[N:19]=[CH:18][C:17]([C:20]([OH:22])=[O:21])=[CH:16][N:15]=2)[CH2:12][CH2:13]1)=[O:7])([CH3:4])([CH3:2])[CH3:3]. The yield is 0.960. (2) The reactants are Cl[CH2:2][CH2:3][CH2:4][C:5]([C:7]1[CH:12]=[CH:11][C:10]([CH2:13][CH:14]([C:19]([O:21][CH3:22])=[O:20])[C:15]([O:17][CH3:18])=[O:16])=[CH:9][CH:8]=1)=[O:6].C(=O)([O-])[O-].[K+].[K+].[N:29]1[CH:34]=[CH:33][C:32]([C:35]([OH:48])([C:42]2[CH:47]=[CH:46][CH:45]=[CH:44][CH:43]=2)[C:36]2[CH:41]=[CH:40][CH:39]=[CH:38][CH:37]=2)=[CH:31][CH:30]=1. The catalyst is O.C(OCC)(=O)C.C1(C)C=CC=CC=1. The product is [OH:48][C:35]([C:42]1[CH:47]=[CH:46][CH:45]=[CH:44][CH:43]=1)([C:36]1[CH:37]=[CH:38][CH:39]=[CH:40][CH:41]=1)[CH:32]1[CH2:33][CH2:34][N:29]([CH2:2][CH2:3][CH2:4][C:5]([C:7]2[CH:12]=[CH:11][C:10]([CH2:13][CH:14]([C:19]([O:21][CH3:22])=[O:20])[C:15]([O:17][CH3:18])=[O:16])=[CH:9][CH:8]=2)=[O:6])[CH2:30][CH2:31]1. The yield is 0.760. (3) The reactants are [Br:1][C:2]1[CH:3]=[C:4]([NH2:10])[CH:5]=[N:6][C:7]=1[O:8][CH3:9].CCN(C(C)C)C(C)C.Br[CH2:21][CH2:22][O:23][CH2:24][CH2:25]Br. The catalyst is CN(C=O)C. The product is [Br:1][C:2]1[CH:3]=[C:4]([N:10]2[CH2:25][CH2:24][O:23][CH2:22][CH2:21]2)[CH:5]=[N:6][C:7]=1[O:8][CH3:9]. The yield is 0.530.